Dataset: Catalyst prediction with 721,799 reactions and 888 catalyst types from USPTO. Task: Predict which catalyst facilitates the given reaction. The catalyst class is: 2. Reactant: [F:1][C:2]1[CH:10]=[CH:9][C:5]([C:6]([OH:8])=O)=[C:4]([NH:11][CH2:12][CH2:13][C:14]([F:17])([F:16])[F:15])[CH:3]=1.CCN=C=NCCCN(C)C.C1C=CC2N(O)N=NC=2C=1.CCN(C(C)C)C(C)C.[CH3:48][C:49]([NH2:53])([C:51]#[CH:52])[CH3:50]. Product: [F:1][C:2]1[CH:10]=[CH:9][C:5]([C:6]([NH:53][C:49]([CH3:50])([C:51]#[CH:52])[CH3:48])=[O:8])=[C:4]([NH:11][CH2:12][CH2:13][C:14]([F:17])([F:16])[F:15])[CH:3]=1.